This data is from NCI-60 drug combinations with 297,098 pairs across 59 cell lines. The task is: Regression. Given two drug SMILES strings and cell line genomic features, predict the synergy score measuring deviation from expected non-interaction effect. (1) Drug 1: COC1=C(C=C2C(=C1)N=CN=C2NC3=CC(=C(C=C3)F)Cl)OCCCN4CCOCC4. Drug 2: CC1=C(C(CCC1)(C)C)C=CC(=CC=CC(=CC(=O)O)C)C. Cell line: SK-MEL-5. Synergy scores: CSS=33.3, Synergy_ZIP=2.71, Synergy_Bliss=4.41, Synergy_Loewe=3.74, Synergy_HSA=5.54. (2) Drug 1: C1=C(C(=O)NC(=O)N1)F. Drug 2: CC1=C(N=C(N=C1N)C(CC(=O)N)NCC(C(=O)N)N)C(=O)NC(C(C2=CN=CN2)OC3C(C(C(C(O3)CO)O)O)OC4C(C(C(C(O4)CO)O)OC(=O)N)O)C(=O)NC(C)C(C(C)C(=O)NC(C(C)O)C(=O)NCCC5=NC(=CS5)C6=NC(=CS6)C(=O)NCCC[S+](C)C)O. Cell line: EKVX. Synergy scores: CSS=12.8, Synergy_ZIP=-3.53, Synergy_Bliss=1.08, Synergy_Loewe=-3.05, Synergy_HSA=-3.01. (3) Drug 1: C1=C(C(=O)NC(=O)N1)F. Drug 2: CCC1(CC2CC(C3=C(CCN(C2)C1)C4=CC=CC=C4N3)(C5=C(C=C6C(=C5)C78CCN9C7C(C=CC9)(C(C(C8N6C=O)(C(=O)OC)O)OC(=O)C)CC)OC)C(=O)OC)O.OS(=O)(=O)O. Cell line: SNB-19. Synergy scores: CSS=34.4, Synergy_ZIP=-2.92, Synergy_Bliss=0.528, Synergy_Loewe=1.59, Synergy_HSA=3.62. (4) Drug 1: C1=CN(C=N1)CC(O)(P(=O)(O)O)P(=O)(O)O. Drug 2: CCC1(C2=C(COC1=O)C(=O)N3CC4=CC5=C(C=CC(=C5CN(C)C)O)N=C4C3=C2)O.Cl. Cell line: MDA-MB-231. Synergy scores: CSS=10.9, Synergy_ZIP=-2.30, Synergy_Bliss=-3.23, Synergy_Loewe=-8.99, Synergy_HSA=-1.09. (5) Cell line: LOX IMVI. Drug 2: CC1C(C(CC(O1)OC2CC(CC3=C2C(=C4C(=C3O)C(=O)C5=CC=CC=C5C4=O)O)(C(=O)C)O)N)O. Drug 1: C1=NC(=NC(=O)N1C2C(C(C(O2)CO)O)O)N. Synergy scores: CSS=73.9, Synergy_ZIP=0.389, Synergy_Bliss=-0.763, Synergy_Loewe=1.05, Synergy_HSA=3.03. (6) Drug 2: CCC1(C2=C(COC1=O)C(=O)N3CC4=CC5=C(C=CC(=C5CN(C)C)O)N=C4C3=C2)O.Cl. Cell line: EKVX. Drug 1: CNC(=O)C1=NC=CC(=C1)OC2=CC=C(C=C2)NC(=O)NC3=CC(=C(C=C3)Cl)C(F)(F)F. Synergy scores: CSS=10.8, Synergy_ZIP=-4.32, Synergy_Bliss=-2.31, Synergy_Loewe=-2.30, Synergy_HSA=-2.30. (7) Drug 1: CC1=C(C=C(C=C1)NC2=NC=CC(=N2)N(C)C3=CC4=NN(C(=C4C=C3)C)C)S(=O)(=O)N.Cl. Drug 2: CC12CCC(CC1=CCC3C2CCC4(C3CC=C4C5=CN=CC=C5)C)O. Cell line: IGROV1. Synergy scores: CSS=8.09, Synergy_ZIP=-1.68, Synergy_Bliss=3.56, Synergy_Loewe=1.35, Synergy_HSA=3.65.